From a dataset of NCI-60 drug combinations with 297,098 pairs across 59 cell lines. Regression. Given two drug SMILES strings and cell line genomic features, predict the synergy score measuring deviation from expected non-interaction effect. (1) Drug 1: C1=NC2=C(N1)C(=S)N=C(N2)N. Drug 2: CC1=C2C(C(=O)C3(C(CC4C(C3C(C(C2(C)C)(CC1OC(=O)C(C(C5=CC=CC=C5)NC(=O)C6=CC=CC=C6)O)O)OC(=O)C7=CC=CC=C7)(CO4)OC(=O)C)O)C)OC(=O)C. Cell line: KM12. Synergy scores: CSS=35.2, Synergy_ZIP=-11.5, Synergy_Bliss=-15.3, Synergy_Loewe=-10.1, Synergy_HSA=-7.74. (2) Drug 1: CC(C)(C#N)C1=CC(=CC(=C1)CN2C=NC=N2)C(C)(C)C#N. Drug 2: C1=NC(=NC(=O)N1C2C(C(C(O2)CO)O)O)N. Cell line: HCC-2998. Synergy scores: CSS=10.4, Synergy_ZIP=-3.23, Synergy_Bliss=5.10, Synergy_Loewe=-2.56, Synergy_HSA=-1.64. (3) Drug 1: C1CC(=O)NC(=O)C1N2C(=O)C3=CC=CC=C3C2=O. Drug 2: C(CCl)NC(=O)N(CCCl)N=O. Cell line: SN12C. Synergy scores: CSS=8.31, Synergy_ZIP=-3.96, Synergy_Bliss=-2.16, Synergy_Loewe=-3.13, Synergy_HSA=-1.10. (4) Drug 2: COC1=C2C(=CC3=C1OC=C3)C=CC(=O)O2. Cell line: KM12. Synergy scores: CSS=44.8, Synergy_ZIP=-1.95, Synergy_Bliss=-4.67, Synergy_Loewe=-19.7, Synergy_HSA=-5.05. Drug 1: CCCCC(=O)OCC(=O)C1(CC(C2=C(C1)C(=C3C(=C2O)C(=O)C4=C(C3=O)C=CC=C4OC)O)OC5CC(C(C(O5)C)O)NC(=O)C(F)(F)F)O.